This data is from Reaction yield outcomes from USPTO patents with 853,638 reactions. The task is: Predict the reaction yield, written as a fraction of the theoretical maximum amount of product (1.0 means a 100% yield; for example, 0.34 means a 34% yield). (1) The product is [CH:12]1([O:1][C:2]2[CH:9]=[C:8]([O:10][CH3:11])[CH:7]=[CH:6][C:3]=2[C:4]#[N:5])[CH2:16][CH2:15][CH2:14][CH2:13]1. The catalyst is C1COCC1. The yield is 0.900. The reactants are [OH:1][C:2]1[CH:9]=[C:8]([O:10][CH3:11])[CH:7]=[CH:6][C:3]=1[C:4]#[N:5].[CH:12]1(O)[CH2:16][CH2:15][CH2:14][CH2:13]1.C1(P(C2C=CC=CC=2)C2C=CC=CC=2)C=CC=CC=1. (2) The reactants are O([C:9]([O:11][C:12]([CH3:15])([CH3:14])[CH3:13])=[O:10])[C:9]([O:11][C:12]([CH3:15])([CH3:14])[CH3:13])=[O:10].[NH2:16][CH2:17][C:18]1[C:19]([F:35])=[C:20]([O:25][C:26]2[CH:27]=[C:28]([CH:31]=[C:32]([Cl:34])[CH:33]=2)[C:29]#[N:30])[C:21]([Br:24])=[CH:22][CH:23]=1.C([O-])(O)=O.[Na+].C(Cl)Cl. The catalyst is C(Cl)(Cl)Cl. The product is [Br:24][C:21]1[CH:22]=[CH:23][C:18]([CH2:17][NH:16][C:9](=[O:10])[O:11][C:12]([CH3:13])([CH3:14])[CH3:15])=[C:19]([F:35])[C:20]=1[O:25][C:26]1[CH:27]=[C:28]([C:29]#[N:30])[CH:31]=[C:32]([Cl:34])[CH:33]=1. The yield is 0.710. (3) The product is [C:1]([C:5]1[CH:10]=[CH:9][C:8]([N+:11]([O-:13])=[O:12])=[CH:7][C:6]=1[S:20]([Cl:25])(=[O:22])=[O:19])([CH3:4])([CH3:3])[CH3:2]. The catalyst is O.[O-]S([O-])(=O)=O.[Cu+2]. The yield is 0.170. The reactants are [C:1]([C:5]1[CH:10]=[CH:9][C:8]([N+:11]([O-:13])=[O:12])=[CH:7][C:6]=1N)([CH3:4])([CH3:3])[CH3:2].N([O-])=O.[Na+].[O-:19][S:20]([O-:22])=O.[Na+].[Na+].[ClH:25].